Dataset: Reaction yield outcomes from USPTO patents with 853,638 reactions. Task: Predict the reaction yield, written as a fraction of the theoretical maximum amount of product (1.0 means a 100% yield; for example, 0.34 means a 34% yield). (1) The reactants are Br[C:2]1[CH:3]=[CH:4][C:5]2[N:6]([CH:8]=[C:9]([C:11]([F:14])([F:13])[F:12])[N:10]=2)[CH:7]=1.C[S-:16].[Na+]. The catalyst is CC(N(C)C)=O. The product is [F:12][C:11]([F:14])([F:13])[C:9]1[N:10]=[C:5]2[CH:4]=[CH:3][C:2]([SH:16])=[CH:7][N:6]2[CH:8]=1. The yield is 0.610. (2) The reactants are C([O:3][C:4]([C:6]1([C:9]2[CH:14]=[CH:13][C:12]([C:15]3[CH:20]=[CH:19][C:18]([C:21]4[S:22][C:23]([F:39])=[CH:24][C:25]=4[NH:26][C:27]([O:29][C@@H:30]([C:32]4[CH:37]=[CH:36][CH:35]=[CH:34][C:33]=4[F:38])[CH3:31])=[O:28])=[CH:17][CH:16]=3)=[CH:11][CH:10]=2)[CH2:8][CH2:7]1)=[O:5])C.[OH-].[Na+].Cl.C(OCC)(=O)C. The catalyst is C(O)(C)C. The product is [F:39][C:23]1[S:22][C:21]([C:18]2[CH:17]=[CH:16][C:15]([C:12]3[CH:11]=[CH:10][C:9]([C:6]4([C:4]([OH:5])=[O:3])[CH2:8][CH2:7]4)=[CH:14][CH:13]=3)=[CH:20][CH:19]=2)=[C:25]([NH:26][C:27]([O:29][C@@H:30]([C:32]2[CH:37]=[CH:36][CH:35]=[CH:34][C:33]=2[F:38])[CH3:31])=[O:28])[CH:24]=1. The yield is 0.510.